Predict the product of the given reaction. From a dataset of Forward reaction prediction with 1.9M reactions from USPTO patents (1976-2016). (1) The product is: [C:34]([O:33][C:31]([N:8]([C:6]([O:5][C:1]([CH3:3])([CH3:4])[CH3:2])=[O:7])[C:9]1[C:14]([C:15]([O:17][CH3:18])=[O:16])=[C:13]([O:19][S:40]([C:39]([F:58])([F:57])[F:38])(=[O:42])=[O:41])[C:12]([C:20]2[N:21]([CH:25]3[CH2:30][CH2:29][CH2:28][CH2:27][O:26]3)[N:22]=[CH:23][CH:24]=2)=[CH:11][CH:10]=1)=[O:32])([CH3:37])([CH3:36])[CH3:35]. Given the reactants [C:1]([O:5][C:6]([N:8]([C:31]([O:33][C:34]([CH3:37])([CH3:36])[CH3:35])=[O:32])[C:9]1[C:14]([C:15]([O:17][CH3:18])=[O:16])=[C:13]([OH:19])[C:12]([C:20]2[N:21]([CH:25]3[CH2:30][CH2:29][CH2:28][CH2:27][O:26]3)[N:22]=[CH:23][CH:24]=2)=[CH:11][CH:10]=1)=[O:7])([CH3:4])([CH3:3])[CH3:2].[F:38][C:39]([F:58])([F:57])[S:40](N([S:40]([C:39]([F:58])([F:57])[F:38])(=[O:42])=[O:41])C1C=CC=CC=1)(=[O:42])=[O:41].C(N(CC)CC)C, predict the reaction product. (2) Given the reactants [CH3:1][S:2]([CH2:5][C:6]1[N:11]=[CH:10][C:9]([O:12][C:13]2[CH:14]=[C:15]3[C:19](=[C:20]([O:22][CH:23]4[CH2:28][CH2:27][O:26][CH2:25][CH2:24]4)[CH:21]=2)[NH:18][C:17]([C:29]2[S:30][CH:31]([CH2:34][C:35]([OH:37])=O)[CH2:32][N:33]=2)=[CH:16]3)=[CH:8][CH:7]=1)(=[O:4])=[O:3].O.O[N:40]1[C:44]2C=CC=CC=2N=N1.Cl.C(N=C=NCCCN(C)C)C.Cl.CN, predict the reaction product. The product is: [CH3:44][NH:40][C:35](=[O:37])[CH2:34][CH:31]1[S:30][C:29]([C:17]2[NH:18][C:19]3[C:15]([CH:16]=2)=[CH:14][C:13]([O:12][C:9]2[CH:10]=[N:11][C:6]([CH2:5][S:2]([CH3:1])(=[O:4])=[O:3])=[CH:7][CH:8]=2)=[CH:21][C:20]=3[O:22][CH:23]2[CH2:24][CH2:25][O:26][CH2:27][CH2:28]2)=[N:33][CH2:32]1. (3) Given the reactants S([O-])([O-])(=O)=O.C[S+](C)C.C[S+](C)C.[OH-].[Na+].[Cl:16][C:17]1[CH:18]=[C:19]([CH:22]=[CH:23][CH:24]=1)[CH:20]=[O:21].[CH2:25](Cl)Cl, predict the reaction product. The product is: [Cl:16][C:17]1[CH:18]=[C:19]([CH:22]=[CH:23][CH:24]=1)[CH:20]1[O:21][CH2:25]1. (4) Given the reactants NC1N=CN=C2N(C[C:13]3[N:14]([CH:25]([CH3:27])[CH3:26])[C:15](=[O:24])[C:16]4[C:21]([CH:22]=3)=[CH:20][CH:19]=[CH:18][C:17]=4[CH3:23])N=C(I)C=12.CC1(C)C(C)(C)OB(C2C=C(O)C=CC=2)O1.C1C=CC(P(C2C=CC=CC=2)C2C=CC=CC=2)=CC=1.C([O-])([O-])=O.[Na+].[Na+], predict the reaction product. The product is: [CH:25]([N:14]1[CH:13]=[CH:22][C:21]2[C:16](=[C:17]([CH3:23])[CH:18]=[CH:19][CH:20]=2)[C:15]1=[O:24])([CH3:27])[CH3:26]. (5) Given the reactants [Cl:1][C:2]1[C:6]([Cl:7])=[C:5](Cl)[S:4][C:3]=1[S:9]([NH:12][C:13]1[C:18]([O:19][CH3:20])=[N:17][CH:16]=[CH:15][N:14]=1)(=[O:11])=[O:10].[H-].[Na+].C([Li])CCC.Cl, predict the reaction product. The product is: [Cl:1][C:2]1[C:6]([Cl:7])=[CH:5][S:4][C:3]=1[S:9]([NH:12][C:13]1[C:18]([O:19][CH3:20])=[N:17][CH:16]=[CH:15][N:14]=1)(=[O:10])=[O:11]. (6) The product is: [C:28]([O:31][CH2:32][C:33]1[C:34]([N:42]2[N:51]=[CH:50][C:49]3[C:44](=[C:45]([F:56])[CH:46]=[C:47]([C:52]([CH3:54])([CH3:53])[CH3:55])[CH:48]=3)[C:43]2=[O:57])=[N:35][CH:36]=[CH:37][C:38]=1[C:2]1[CH:3]=[C:4]([NH:10][C:11]2[CH:16]=[CH:15][C:14]([N:17]3[CH2:22][CH2:21][N:20]([CH:23]4[CH2:26][O:25][CH2:24]4)[CH2:19][C@@H:18]3[CH3:27])=[CH:13][N:12]=2)[C:5](=[O:9])[N:6]([CH3:8])[N:7]=1)(=[O:30])[CH3:29]. Given the reactants Cl[C:2]1[CH:3]=[C:4]([NH:10][C:11]2[CH:16]=[CH:15][C:14]([N:17]3[CH2:22][CH2:21][N:20]([CH:23]4[CH2:26][O:25][CH2:24]4)[CH2:19][C@@H:18]3[CH3:27])=[CH:13][N:12]=2)[C:5](=[O:9])[N:6]([CH3:8])[N:7]=1.[C:28]([O:31][CH2:32][C:33]1[C:34]([N:42]2[N:51]=[CH:50][C:49]3[C:44](=[C:45]([F:56])[CH:46]=[C:47]([C:52]([CH3:55])([CH3:54])[CH3:53])[CH:48]=3)[C:43]2=[O:57])=[N:35][CH:36]=[CH:37][C:38]=1B(O)O)(=[O:30])[CH3:29].[O-]P([O-])([O-])=O.[K+].[K+].[K+].O.O.O.C([O-])(=O)C.[Na+], predict the reaction product. (7) Given the reactants C1(=O)C=CC(=O)C=C1.[Br:9][C:10]1[CH:15]=[CH:14][C:13]([NH:16][C:17](=[O:32])[NH:18][C:19]2[S:23][C:22]3[CH2:24][C:25](=[O:28])[CH2:26][CH2:27][C:21]=3[C:20]=2[C:29]([NH2:31])=[O:30])=[CH:12][CH:11]=1, predict the reaction product. The product is: [Br:9][C:10]1[CH:11]=[CH:12][C:13]([NH:16][C:17](=[O:32])[NH:18][C:19]2[S:23][C:22]3[CH:24]=[C:25]([OH:28])[CH:26]=[CH:27][C:21]=3[C:20]=2[C:29]([NH2:31])=[O:30])=[CH:14][CH:15]=1.